Predict the product of the given reaction. From a dataset of Forward reaction prediction with 1.9M reactions from USPTO patents (1976-2016). Given the reactants [CH2:1]([O:8][C:9]([N:11]1[CH2:15][CH:14]([C:16](=[O:24])[NH:17][C:18]2[CH:23]=[CH:22][CH:21]=[CH:20][CH:19]=2)[CH:13]2[N:25]([C:28](=[O:44])[CH:29]([NH:36]C(OC(C)(C)C)=O)[CH:30]3[CH2:35][CH2:34][CH2:33][CH2:32][CH2:31]3)[CH2:26][CH2:27][CH:12]12)=[O:10])[C:2]1[CH:7]=[CH:6][CH:5]=[CH:4][CH:3]=1.C(O)(C(F)(F)F)=O, predict the reaction product. The product is: [CH2:1]([O:8][C:9]([N:11]1[CH2:15][CH:14]([C:16](=[O:24])[NH:17][C:18]2[CH:19]=[CH:20][CH:21]=[CH:22][CH:23]=2)[CH:13]2[N:25]([C:28](=[O:44])[CH:29]([NH2:36])[CH:30]3[CH2:35][CH2:34][CH2:33][CH2:32][CH2:31]3)[CH2:26][CH2:27][CH:12]12)=[O:10])[C:2]1[CH:7]=[CH:6][CH:5]=[CH:4][CH:3]=1.